This data is from NCI-60 drug combinations with 297,098 pairs across 59 cell lines. The task is: Regression. Given two drug SMILES strings and cell line genomic features, predict the synergy score measuring deviation from expected non-interaction effect. (1) Drug 1: CC1C(C(CC(O1)OC2CC(CC3=C2C(=C4C(=C3O)C(=O)C5=C(C4=O)C(=CC=C5)OC)O)(C(=O)C)O)N)O.Cl. Drug 2: C1=CC(=CC=C1C#N)C(C2=CC=C(C=C2)C#N)N3C=NC=N3. Cell line: HCC-2998. Synergy scores: CSS=10.3, Synergy_ZIP=-1.78, Synergy_Bliss=-0.916, Synergy_Loewe=-16.2, Synergy_HSA=-2.46. (2) Drug 1: CCN(CC)CCCC(C)NC1=C2C=C(C=CC2=NC3=C1C=CC(=C3)Cl)OC. Drug 2: COC1=C2C(=CC3=C1OC=C3)C=CC(=O)O2. Cell line: NCI/ADR-RES. Synergy scores: CSS=46.5, Synergy_ZIP=15.7, Synergy_Bliss=17.1, Synergy_Loewe=6.33, Synergy_HSA=13.8. (3) Drug 1: CC1C(C(=O)NC(C(=O)N2CCCC2C(=O)N(CC(=O)N(C(C(=O)O1)C(C)C)C)C)C(C)C)NC(=O)C3=C4C(=C(C=C3)C)OC5=C(C(=O)C(=C(C5=N4)C(=O)NC6C(OC(=O)C(N(C(=O)CN(C(=O)C7CCCN7C(=O)C(NC6=O)C(C)C)C)C)C(C)C)C)N)C. Drug 2: C1CN1P(=S)(N2CC2)N3CC3. Cell line: COLO 205. Synergy scores: CSS=25.6, Synergy_ZIP=-5.08, Synergy_Bliss=-0.550, Synergy_Loewe=-2.29, Synergy_HSA=0.0187. (4) Synergy scores: CSS=-2.35, Synergy_ZIP=0.0647, Synergy_Bliss=0.648, Synergy_Loewe=-4.02, Synergy_HSA=-2.86. Cell line: SK-MEL-2. Drug 2: C1=CC(=CC=C1C#N)C(C2=CC=C(C=C2)C#N)N3C=NC=N3. Drug 1: CC1=C(C=C(C=C1)NC2=NC=CC(=N2)N(C)C3=CC4=NN(C(=C4C=C3)C)C)S(=O)(=O)N.Cl. (5) Drug 1: C1CCC(CC1)NC(=O)N(CCCl)N=O. Drug 2: C1=C(C(=O)NC(=O)N1)F. Cell line: OVCAR-4. Synergy scores: CSS=52.1, Synergy_ZIP=5.79, Synergy_Bliss=3.65, Synergy_Loewe=-2.89, Synergy_HSA=5.87.